This data is from Merck oncology drug combination screen with 23,052 pairs across 39 cell lines. The task is: Regression. Given two drug SMILES strings and cell line genomic features, predict the synergy score measuring deviation from expected non-interaction effect. (1) Cell line: NCIH520. Synergy scores: synergy=-2.43. Drug 1: N.N.O=C(O)C1(C(=O)O)CCC1.[Pt]. Drug 2: Cn1nnc2c(C(N)=O)ncn2c1=O. (2) Drug 1: CC1CC2C3CCC4=CC(=O)C=CC4(C)C3(F)C(O)CC2(C)C1(O)C(=O)CO. Drug 2: Cc1nc(Nc2ncc(C(=O)Nc3c(C)cccc3Cl)s2)cc(N2CCN(CCO)CC2)n1. Cell line: SKMEL30. Synergy scores: synergy=-15.5.